From a dataset of Catalyst prediction with 721,799 reactions and 888 catalyst types from USPTO. Predict which catalyst facilitates the given reaction. (1) Reactant: Br[C:2]1[CH:3]=[CH:4][C:5]([S:8]([NH:11][C:12]2[CH:21]=[CH:20][C:15]([C:16]([O:18][CH3:19])=[O:17])=[C:14]([F:22])[CH:13]=2)(=[O:10])=[O:9])=[N:6][CH:7]=1.[N:23]1[CH:28]=[C:27](B(O)O)[CH:26]=[N:25][CH:24]=1.C(=O)([O-])[O-].[Na+].[Na+].C(OCC)(=O)C. Product: [F:22][C:14]1[CH:13]=[C:12]([NH:11][S:8]([C:5]2[CH:4]=[CH:3][C:2]([C:27]3[CH:28]=[N:23][CH:24]=[N:25][CH:26]=3)=[CH:7][N:6]=2)(=[O:10])=[O:9])[CH:21]=[CH:20][C:15]=1[C:16]([O:18][CH3:19])=[O:17]. The catalyst class is: 710. (2) Reactant: [F:1][C:2]1[CH:3]=[C:4]([CH:18]=[CH:19][CH:20]=1)[CH2:5][O:6][C:7]1[CH:16]=[C:15]2[C:10]([C:11](=[O:17])[NH:12][CH:13]=[N:14]2)=[CH:9][CH:8]=1.[Na].FC1C=C(C=CC=1)CO.FC1C=C2[C:35]([C:36](=[O:42])[NH:37]C=N2)=CC=1.Cl. Product: [F:1][C:2]1[CH:3]=[C:4]([CH:18]=[CH:19][CH:20]=1)[CH2:5][O:6][C:7]1[CH:16]=[C:15]2[C:10]([C:11](=[O:17])[N:12]([CH2:35][C:36]([NH2:37])=[O:42])[CH:13]=[N:14]2)=[CH:9][CH:8]=1. The catalyst class is: 6. (3) Reactant: C(N(CC)C(C)C)(C)C.[Br:10][C:11]1[CH:16]=[CH:15][C:14]([C:17]2[N:18]=[C:19]([NH:22][C:23]([CH3:27])([CH3:26])[CH2:24][OH:25])[S:20][CH:21]=2)=[C:13]([F:28])[CH:12]=1.Cl[C:30](Cl)([O:32]C(=O)OC(Cl)(Cl)Cl)Cl. Product: [Br:10][C:11]1[CH:16]=[CH:15][C:14]([C:17]2[N:18]=[C:19]([N:22]3[C:23]([CH3:26])([CH3:27])[CH2:24][O:25][C:30]3=[O:32])[S:20][CH:21]=2)=[C:13]([F:28])[CH:12]=1. The catalyst class is: 2. (4) Reactant: [C:1]([O:5][C:6](=[O:21])[CH2:7][C@@H:8]([CH2:12][CH2:13][CH2:14][CH:15]1[CH2:20][CH2:19][CH2:18][CH2:17][CH2:16]1)[C:9]([OH:11])=O)([CH3:4])([CH3:3])[CH3:2].C(N1C=CN=C1)(N1C=CN=C1)=O.O[N:35]=[C:36]([NH2:40])[CH2:37][O:38][CH3:39]. Product: [CH:15]1([CH2:14][CH2:13][CH2:12][C@@H:8]([C:9]2[O:11][N:40]=[C:36]([CH2:37][O:38][CH3:39])[N:35]=2)[CH2:7][C:6]([O:5][C:1]([CH3:2])([CH3:3])[CH3:4])=[O:21])[CH2:20][CH2:19][CH2:18][CH2:17][CH2:16]1. The catalyst class is: 4.